From a dataset of Catalyst prediction with 721,799 reactions and 888 catalyst types from USPTO. Predict which catalyst facilitates the given reaction. (1) Reactant: [Cl:1][C:2]1[C:11]2[C:6](=[CH:7][CH:8]=[C:9]([CH3:12])[CH:10]=2)[N:5]=[CH:4][N:3]=1.C1C(=O)N([Br:20])C(=O)C1.C(OOC(=O)C1C=CC=CC=1)(=O)C1C=CC=CC=1. Product: [Br:20][CH2:12][C:9]1[CH:10]=[C:11]2[C:6](=[CH:7][CH:8]=1)[N:5]=[CH:4][N:3]=[C:2]2[Cl:1]. The catalyst class is: 53. (2) Reactant: [Br:1][C:2]1[CH:3]=[N:4][CH:5]=[C:6]([CH2:8]Br)[CH:7]=1.[CH3:10][S:11]([O-:13])=[O:12].[Na+].CN(C=O)C. Product: [Br:1][C:2]1[CH:3]=[N:4][CH:5]=[C:6]([CH2:8][S:11]([CH3:10])(=[O:13])=[O:12])[CH:7]=1. The catalyst class is: 25. (3) Reactant: [CH:1]1([CH2:6][C@H:7]([CH2:20][C:21](=[O:31])[NH:22][O:23]CC2C=CC=CC=2)[C:8]([N:10]2[C@H:14]([C:15]([N:17]([CH3:19])[CH3:18])=[O:16])[CH2:13][CH:12]=[N:11]2)=[O:9])[CH2:5][CH2:4][CH2:3][CH2:2]1. Product: [CH:1]1([CH2:6][C@H:7]([CH2:20][C:21]([NH:22][OH:23])=[O:31])[C:8]([N:10]2[C@H:14]([C:15]([N:17]([CH3:19])[CH3:18])=[O:16])[CH2:13][CH:12]=[N:11]2)=[O:9])[CH2:5][CH2:4][CH2:3][CH2:2]1. The catalyst class is: 105. (4) Reactant: [Br:1][C:2]1[CH:3]=[C:4]([N:8]2[CH:12]=[CH:11][C:10]([CH2:13][CH2:14][C:15]3[CH:19]=[CH:18][N:17]([C:20]4[CH:21]=[C:22]([N:26]([C:30]5[CH:35]=[CH:34][CH:33]=[CH:32][CH:31]=5)C(=O)C)[CH:23]=[CH:24][CH:25]=4)[N:16]=3)=[N:9]2)[CH:5]=[CH:6][CH:7]=1.[OH-].[K+].CCO. Product: [Br:1][C:2]1[CH:3]=[C:4]([N:8]2[CH:12]=[CH:11][C:10]([CH2:13][CH2:14][C:15]3[CH:19]=[CH:18][N:17]([C:20]4[CH:21]=[C:22]([CH:23]=[CH:24][CH:25]=4)[NH:26][C:30]4[CH:31]=[CH:32][CH:33]=[CH:34][CH:35]=4)[N:16]=3)=[N:9]2)[CH:5]=[CH:6][CH:7]=1. The catalyst class is: 6.